From a dataset of Reaction yield outcomes from USPTO patents with 853,638 reactions. Predict the reaction yield, written as a fraction of the theoretical maximum amount of product (1.0 means a 100% yield; for example, 0.34 means a 34% yield). (1) The catalyst is CO.C(OCC)(=O)C.C(O)(=O)C. The product is [F:13][C:14]1[CH:21]=[CH:20][C:17]([CH2:18][NH:1][C@H:2]2[C@H:7]3[O:8][C@H:4]([CH2:5][CH2:6]3)[C@H:3]2[C:9]([O:11][CH3:12])=[O:10])=[CH:16][C:15]=1[CH3:22]. The reactants are [NH2:1][C@H:2]1[C@H:7]2[O:8][C@H:4]([CH2:5][CH2:6]2)[C@H:3]1[C:9]([O:11][CH3:12])=[O:10].[F:13][C:14]1[CH:21]=[CH:20][C:17]([CH:18]=O)=[CH:16][C:15]=1[CH3:22].C([BH3-])#N.[Na+].C(=O)(O)[O-].[Na+]. The yield is 0.800. (2) The reactants are [CH2:1]([O:8][N:9]1[C:15](=[O:16])[N:14]2[CH2:17][C@H:10]1[CH2:11][CH2:12][C@H:13]2[C:18]([OH:20])=O)[C:2]1[CH:7]=[CH:6][CH:5]=[CH:4][CH:3]=1.[NH2:21][O:22][CH:23]1[CH2:28][CH2:27][CH2:26][CH2:25][CH2:24]1.ON1C2C=CC=CC=2N=N1.Cl.C(N=C=NCCCN(C)C)C. The catalyst is C(Cl)Cl. The product is [CH2:1]([O:8][N:9]1[C:15](=[O:16])[N:14]2[CH2:17][C@H:10]1[CH2:11][CH2:12][C@H:13]2[C:18]([NH:21][O:22][CH:23]1[CH2:28][CH2:27][CH2:26][CH2:25][CH2:24]1)=[O:20])[C:2]1[CH:3]=[CH:4][CH:5]=[CH:6][CH:7]=1. The yield is 0.895. (3) The reactants are [OH-].[K+].[CH3:3][C:4]1[CH:9]=[CH:8][CH:7]=[C:6]([CH3:10])[C:5]=1[OH:11].C1OCCOCCOCCOCCOCCOC1.Cl[CH2:31][C:32]1[C:33]2[N:34]([C:38]([CH3:42])=[C:39]([CH3:41])[N:40]=2)[CH:35]=[CH:36][CH:37]=1.[I-].[Na+]. The catalyst is COCCOC.CO.CN(C)C=O. The product is [CH3:3][C:4]1[CH:9]=[CH:8][CH:7]=[C:6]([CH3:10])[C:5]=1[O:11][CH2:31][C:32]1[C:33]2[N:34]([C:38]([CH3:42])=[C:39]([CH3:41])[N:40]=2)[CH:35]=[CH:36][CH:37]=1. The yield is 0.780. (4) The yield is 0.924. The product is [OH:23][NH:22][C:20](=[O:21])[C:19]([CH3:34])([S:30]([CH3:33])(=[O:32])=[O:31])[CH2:18][CH2:17][N:14]1[CH:15]=[CH:16][C:11]([C:8]2[CH:9]=[CH:10][C:5]([CH2:4][CH2:3][CH2:2][OH:1])=[CH:6][CH:7]=2)=[CH:12][C:13]1=[O:35]. The reactants are [OH:1][CH2:2][CH2:3][CH2:4][C:5]1[CH:10]=[CH:9][C:8]([C:11]2[CH:16]=[CH:15][N:14]([CH2:17][CH2:18][C:19]([CH3:34])([S:30]([CH3:33])(=[O:32])=[O:31])[C:20]([NH:22][O:23]C3CCCCO3)=[O:21])[C:13](=[O:35])[CH:12]=2)=[CH:7][CH:6]=1.Cl. The catalyst is O1CCOCC1.CO. (5) The reactants are [CH2:1]([C@H:3]1[C@@H:7]([C:8]2[N:12]3[C:13]4[CH:19]=[CH:18][N:17]([CH2:20][O:21][CH2:22][CH2:23][Si:24]([CH3:27])([CH3:26])[CH3:25])[C:14]=4[N:15]=[CH:16][C:11]3=[N:10][N:9]=2)[CH2:6][C@H:5]([OH:28])[CH2:4]1)[CH3:2].[CH3:29][S:30](Cl)(=[O:32])=[O:31]. The catalyst is C(Cl)Cl. The product is [CH3:29][S:30]([O:28][CH:5]1[CH2:6][CH:7]([C:8]2[N:12]3[C:13]4[CH:19]=[CH:18][N:17]([CH2:20][O:21][CH2:22][CH2:23][Si:24]([CH3:26])([CH3:25])[CH3:27])[C:14]=4[N:15]=[CH:16][C:11]3=[N:10][N:9]=2)[CH:3]([CH2:1][CH3:2])[CH2:4]1)(=[O:32])=[O:31]. The yield is 0.800.